Dataset: Full USPTO retrosynthesis dataset with 1.9M reactions from patents (1976-2016). Task: Predict the reactants needed to synthesize the given product. The reactants are: [F:1][C:2]([F:36])([F:35])[O:3][C:4]1[CH:5]=[C:6]([C:10]2[O:14][N:13]=[C:12]([C:15]3[CH:23]=[CH:22][C:21]4[N:20]5[CH2:24][CH2:25][CH:26]([CH2:27][C:28]([O:30]C(C)(C)C)=[O:29])[C:19]5=[CH:18][C:17]=4[CH:16]=3)[N:11]=2)[CH:7]=[CH:8][CH:9]=1.C1(SC)C=CC=CC=1.FC(F)(F)C(O)=O. Given the product [F:35][C:2]([F:1])([F:36])[O:3][C:4]1[CH:5]=[C:6]([C:10]2[O:14][N:13]=[C:12]([C:15]3[CH:23]=[CH:22][C:21]4[N:20]5[CH2:24][CH2:25][CH:26]([CH2:27][C:28]([OH:30])=[O:29])[C:19]5=[CH:18][C:17]=4[CH:16]=3)[N:11]=2)[CH:7]=[CH:8][CH:9]=1, predict the reactants needed to synthesize it.